The task is: Predict the reactants needed to synthesize the given product.. This data is from Full USPTO retrosynthesis dataset with 1.9M reactions from patents (1976-2016). (1) Given the product [Br:18][CH:10]1[CH2:11][CH2:12][CH2:13][C:8]([CH2:15][C:16]#[N:17])([C:5]2[CH:4]=[CH:3][C:2]([Cl:1])=[CH:7][CH:6]=2)[C:9]1=[O:14], predict the reactants needed to synthesize it. The reactants are: [Cl:1][C:2]1[CH:7]=[CH:6][C:5]([C:8]2([CH2:15][C:16]#[N:17])[CH2:13][CH2:12][CH2:11][CH2:10][C:9]2=[O:14])=[CH:4][CH:3]=1.[Br:18]Br. (2) Given the product [CH3:39][C:37]1[CH:38]=[C:33]([CH:34]=[C:35]([CH3:40])[CH:36]=1)[O:32][C:13]1[CH:12]=[CH:11][C:10]([C:9]2[NH:5][N:6]=[N:7][N:8]=2)=[CH:15][C:14]=1[S:16]([N:19]1[CH2:20][CH2:21][N:22]([C:25]([O:27][C:28]([CH3:31])([CH3:30])[CH3:29])=[O:26])[CH2:23][CH2:24]1)(=[O:17])=[O:18], predict the reactants needed to synthesize it. The reactants are: C(CC[N:5]1[C:9]([C:10]2[CH:11]=[CH:12][C:13]([O:32][C:33]3[CH:38]=[C:37]([CH3:39])[CH:36]=[C:35]([CH3:40])[CH:34]=3)=[C:14]([S:16]([N:19]3[CH2:24][CH2:23][N:22]([C:25]([O:27][C:28]([CH3:31])([CH3:30])[CH3:29])=[O:26])[CH2:21][CH2:20]3)(=[O:18])=[O:17])[CH:15]=2)=[N:8][N:7]=[N:6]1)#N.C1CCN2C(=NCCC2)CC1. (3) Given the product [OH:14][C:5]1[C:4]([CH2:1][CH2:2][CH3:3])=[C:11]([O:12][CH3:13])[CH:10]=[CH:9][C:6]=1[CH:7]=[O:8], predict the reactants needed to synthesize it. The reactants are: [CH2:1]([C:4]1[C:5]([OH:14])=[C:6]([CH:9]=[CH:10][C:11]=1[O:12][CH3:13])[CH:7]=[O:8])[CH:2]=[CH2:3].[H][H]. (4) Given the product [CH:6]([C:7]1[C:8]2[C:13](=[CH:12][C:11]([C:14]([O:16][CH3:17])=[O:15])=[CH:10][CH:9]=2)[NH:5][N:1]=1)=[O:19], predict the reactants needed to synthesize it. The reactants are: [N:1]([O-])=O.[Na+].[NH:5]1[C:13]2[C:8](=[CH:9][CH:10]=[C:11]([C:14]([O:16][CH3:17])=[O:15])[CH:12]=2)[CH:7]=[CH:6]1.Cl.[OH2:19].